Dataset: Full USPTO retrosynthesis dataset with 1.9M reactions from patents (1976-2016). Task: Predict the reactants needed to synthesize the given product. (1) The reactants are: Br[CH2:2][C:3]([CH:5]1[CH2:8][CH:7]([S:9]([C:12]2[CH:17]=[CH:16][CH:15]=[C:14]([C:18]([F:21])([F:20])[F:19])[CH:13]=2)(=[O:11])=[O:10])[CH2:6]1)=O.[F:22][C:23]([F:32])([F:31])[C:24]1[CH:25]=[CH:26][C:27]([NH2:30])=[N:28][CH:29]=1. Given the product [F:32][C:23]([F:22])([F:31])[C:24]1[CH:25]=[CH:26][C:27]2[N:28]([C:3]([CH:5]3[CH2:8][CH:7]([S:9]([C:12]4[CH:17]=[CH:16][CH:15]=[C:14]([C:18]([F:21])([F:20])[F:19])[CH:13]=4)(=[O:11])=[O:10])[CH2:6]3)=[CH:2][N:30]=2)[CH:29]=1, predict the reactants needed to synthesize it. (2) Given the product [CH2:17]1[CH2:16][O:15][C:12]2[CH:13]=[CH:14][C:9]([NH:8][C:6]3[C:5]([F:19])=[CH:4][N:3]=[C:2]([NH:23][C:22]4[CH:24]=[C:25]([CH3:28])[CH:26]=[CH:27][C:21]=4[F:20])[N:7]=3)=[CH:10][C:11]=2[O:18]1, predict the reactants needed to synthesize it. The reactants are: Cl[C:2]1[N:7]=[C:6]([NH:8][C:9]2[CH:14]=[CH:13][C:12]3[O:15][CH2:16][CH2:17][O:18][C:11]=3[CH:10]=2)[C:5]([F:19])=[CH:4][N:3]=1.[F:20][C:21]1[CH:27]=[CH:26][C:25]([CH3:28])=[CH:24][C:22]=1[NH2:23].